From a dataset of Forward reaction prediction with 1.9M reactions from USPTO patents (1976-2016). Predict the product of the given reaction. (1) Given the reactants [N+:1]([C:4]1[CH:9]=[CH:8][CH:7]=[CH:6][C:5]=1[OH:10])([O-:3])=[O:2].C([O-])([O-])=O.[K+].[K+].Br[CH:18]1[CH2:23][CH2:22][O:21][C:19]1=[O:20].O, predict the reaction product. The product is: [N+:1]([C:4]1[CH:9]=[CH:8][CH:7]=[CH:6][C:5]=1[O:10][CH:18]1[CH2:23][CH2:22][O:21][C:19]1=[O:20])([O-:3])=[O:2]. (2) Given the reactants [CH:1]1([N:5]2[CH2:11][CH2:10][C:9]3[CH:12]=[CH:13][C:14]([NH2:16])=[CH:15][C:8]=3[CH2:7][CH2:6]2)[CH2:4][CH2:3][CH2:2]1.[CH3:17][S:18](Cl)(=[O:20])=[O:19].CO, predict the reaction product. The product is: [CH:1]1([N:5]2[CH2:11][CH2:10][C:9]3[CH:12]=[CH:13][C:14]([NH:16][S:18]([CH3:17])(=[O:20])=[O:19])=[CH:15][C:8]=3[CH2:7][CH2:6]2)[CH2:4][CH2:3][CH2:2]1. (3) Given the reactants [C:1]([O:5][C:6](=[O:22])[NH:7][C:8]1[CH:13]=[C:12]([N:14]([CH2:16][CH:17]([CH3:19])[CH3:18])[CH3:15])[C:11]([Cl:20])=[CH:10][C:9]=1[NH2:21])([CH3:4])([CH3:3])[CH3:2].C([O:27][C:28](=O)[CH2:29][C:30](=[O:42])[C:31]1[CH:36]=[CH:35][CH:34]=[C:33]([N:37]2[CH:41]=[CH:40][N:39]=[N:38]2)[CH:32]=1)(C)(C)C, predict the reaction product. The product is: [C:1]([O:5][C:6](=[O:22])[NH:7][C:8]1[CH:13]=[C:12]([N:14]([CH2:16][CH:17]([CH3:18])[CH3:19])[CH3:15])[C:11]([Cl:20])=[CH:10][C:9]=1[NH:21][C:28](=[O:27])[CH2:29][C:30](=[O:42])[C:31]1[CH:36]=[CH:35][CH:34]=[C:33]([N:37]2[CH:41]=[CH:40][N:39]=[N:38]2)[CH:32]=1)([CH3:3])([CH3:2])[CH3:4].